From a dataset of Full USPTO retrosynthesis dataset with 1.9M reactions from patents (1976-2016). Predict the reactants needed to synthesize the given product. (1) Given the product [CH3:1][N:2]1[C:6]([C:7]2[CH:12]=[CH:11][CH:10]=[CH:9][C:8]=2[C:13]([F:14])([F:16])[F:15])=[N:5][N:4]=[C:3]1[C:17]12[CH2:24][CH2:23][C:20]([C:25]([OH:27])=[O:26])([CH2:21][CH2:22]1)[CH2:19][CH2:18]2, predict the reactants needed to synthesize it. The reactants are: [CH3:1][N:2]1[C:6]([C:7]2[CH:12]=[CH:11][CH:10]=[CH:9][C:8]=2[C:13]([F:16])([F:15])[F:14])=[N:5][N:4]=[C:3]1[C:17]12[CH2:24][CH2:23][C:20]([C:25]([O:27]C)=[O:26])([CH2:21][CH2:22]1)[CH2:19][CH2:18]2.[OH-].[K+]. (2) The reactants are: C(=O)([O-])[O-].[K+].[K+].Br[C:8]1[CH:13]=[CH:12][CH:11]=[CH:10][N:9]=1.[CH2:14]([O:16][C:17](=[O:24])[CH:18]1[CH2:23][CH2:22][NH:21][CH2:20][CH2:19]1)[CH3:15]. Given the product [CH2:14]([O:16][C:17]([CH:18]1[CH2:19][CH2:20][N:21]([C:8]2[CH:13]=[CH:12][CH:11]=[CH:10][N:9]=2)[CH2:22][CH2:23]1)=[O:24])[CH3:15], predict the reactants needed to synthesize it. (3) Given the product [CH3:36][O:35][CH2:34][CH2:33][CH2:32][C:8]1[CH:9]=[C:10]([N:13]([CH3:31])[CH2:14][C:15]2[S:19][C:18]([C:20]3[CH:21]=[CH:22][C:23]([C:26]([F:28])([F:29])[F:27])=[CH:24][CH:25]=3)=[N:17][C:16]=2[CH3:30])[CH:11]=[CH:12][C:7]=1[O:6][CH2:5][C:4]([OH:37])=[O:3], predict the reactants needed to synthesize it. The reactants are: C([O:3][C:4](=[O:37])[CH2:5][O:6][C:7]1[CH:12]=[CH:11][C:10]([N:13]([CH3:31])[CH2:14][C:15]2[S:19][C:18]([C:20]3[CH:25]=[CH:24][C:23]([C:26]([F:29])([F:28])[F:27])=[CH:22][CH:21]=3)=[N:17][C:16]=2[CH3:30])=[CH:9][C:8]=1[CH2:32][CH2:33][CH2:34][O:35][CH3:36])C.[OH-].[Na+]. (4) The reactants are: [C:1]([CH2:3][C:4]([O:6][CH2:7][CH3:8])=[O:5])#[N:2].C(O)(=O)C.N1[CH2:18][CH2:17][CH2:16][CH2:15]C1. Given the product [C:1]([C:3](=[CH:15][CH:16]1[CH2:18][CH2:17]1)[C:4]([O:6][CH2:7][CH3:8])=[O:5])#[N:2], predict the reactants needed to synthesize it. (5) Given the product [OH:45][C@:21]([C:17]1[CH:18]=[CH:19][CH:20]=[C:15]([O:14][CH2:13][C:12]([NH:11][CH2:10][CH2:9][NH:8][C:6](=[O:5])[C:95]2[CH:94]=[CH:96][C:108]([CH2:78][NH:55][CH2:56][C@H:57]([OH:70])[C:58]3[CH:67]=[CH:66][C:65]([OH:68])=[C:64]4[C:59]=3[CH:60]=[CH:61][C:62](=[O:69])[NH:63]4)=[CH:107][CH:106]=2)=[O:46])[CH:16]=1)([C:39]1[CH:44]=[CH:43][CH:42]=[CH:41][CH:40]=1)[C:22]([O:24][CH2:25][CH:26]1[CH2:27][CH2:28][N:29]([CH2:32][C:33]2[CH:38]=[CH:37][CH:36]=[CH:35][CH:34]=2)[CH2:30][CH2:31]1)=[O:23], predict the reactants needed to synthesize it. The reactants are: C([O:5][C:6]([NH:8][CH2:9][CH2:10][NH:11][C:12](=[O:46])[CH2:13][O:14][C:15]1[CH:16]=[C:17]([C@@:21]([OH:45])([C:39]2[CH:44]=[CH:43][CH:42]=[CH:41][CH:40]=2)[C:22]([O:24][CH2:25][CH:26]2[CH2:31][CH2:30][N:29]([CH2:32][C:33]3[CH:38]=[CH:37][CH:36]=[CH:35][CH:34]=3)[CH2:28][CH2:27]2)=[O:23])[CH:18]=[CH:19][CH:20]=1)=O)(C)(C)C.Cl.C(OC([N:55]([CH2:78]C1C=CC(C(O)=O)=CC=1)[CH2:56][C@H:57]([O:70][Si](C(C)(C)C)(C)C)[C:58]1[CH:67]=[CH:66][C:65]([OH:68])=[C:64]2[C:59]=1[CH:60]=[CH:61][C:62](=[O:69])[NH:63]2)=O)(C)(C)C.CCN([CH:94]([CH3:96])[CH3:95])C(C)C.CN(C(ON1N=N[C:107]2[CH:108]=CC=N[C:106]1=2)=[N+](C)C)C.F[P-](F)(F)(F)(F)F. (6) The reactants are: [O:1]1[CH:5]=[CH:4][N:3]=[C:2]1[C@H:6]([NH:8][C:9]([C:11]1[C:19]2[C:14](=[N:15][CH:16]=[C:17](Br)[N:18]=2)[N:13]([CH2:21][O:22][CH2:23][CH2:24][Si:25]([CH3:28])([CH3:27])[CH3:26])[CH:12]=1)=[O:10])[CH3:7].[F:29][C:30]1[CH:31]=[CH:32][C:33]2[N:34]([CH:36]=[N:37][C:38]=2[Sn](CCCC)(CCCC)CCCC)[CH:35]=1. Given the product [O:1]1[CH:5]=[CH:4][N:3]=[C:2]1[C@H:6]([NH:8][C:9]([C:11]1[C:19]2[C:14](=[N:15][CH:16]=[C:17]([C:38]3[N:37]=[CH:36][N:34]4[CH:35]=[C:30]([F:29])[CH:31]=[CH:32][C:33]=34)[N:18]=2)[N:13]([CH2:21][O:22][CH2:23][CH2:24][Si:25]([CH3:28])([CH3:27])[CH3:26])[CH:12]=1)=[O:10])[CH3:7], predict the reactants needed to synthesize it. (7) Given the product [CH2:40]([C@H:39]1[C:32]2[C:31]([N:19]3[C:20]4[C:25](=[C:24]([CH2:26][NH:27][CH:28]([CH3:29])[CH3:30])[CH:23]=[CH:22][CH:21]=4)[C:15]4([CH2:16][CH2:17][NH:12][CH2:13][CH2:14]4)[CH2:18]3)=[N:36][CH:35]=[N:34][C:33]=2[CH2:37][CH2:38]1)[CH3:41], predict the reactants needed to synthesize it. The reactants are: C([O-])=O.[NH4+].C([N:12]1[CH2:17][CH2:16][C:15]2([C:25]3[C:20](=[CH:21][CH:22]=[CH:23][C:24]=3[CH2:26][NH:27][CH:28]([CH3:30])[CH3:29])[N:19]([C:31]3[C:32]4[C@H:39]([CH2:40][CH3:41])[CH2:38][CH2:37][C:33]=4[N:34]=[CH:35][N:36]=3)[CH2:18]2)[CH2:14][CH2:13]1)C1C=CC=CC=1. (8) Given the product [Si:95]([O:94][C@H:91]1[C@H:88]2[O:89][CH2:90][C@@H:86]([O:85][C:75]3[N:74]([CH2:71][CH:72]=[CH2:73])[C:82]4[C:77]([N:76]=3)=[N:78][C:79]([N:56]3[CH2:57][C:53]5[C:54](=[N:50][N:51]([CH2:58][C:59]([CH3:62])([OH:61])[CH3:60])[CH:52]=5)[CH2:55]3)=[C:80]([Cl:83])[CH:81]=4)[C@H:87]2[O:93][CH2:92]1)([C:98]([CH3:100])([CH3:101])[CH3:99])([CH3:96])[CH3:97], predict the reactants needed to synthesize it. The reactants are: CC(OC1C=CC=C(OC(C)C)C=1C1C(P(C2CCCCC2)C2CCCCC2)=CC=CC=1)C.N1C2C(=CC=CC=2)CC1.FC(F)(F)C(O)=O.[N:50]1[N:51]([CH2:58][C:59]([CH3:62])([OH:61])[CH3:60])[CH:52]=[C:53]2[CH2:57][NH:56][CH2:55][C:54]=12.[O-]P([O-])([O-])=O.[K+].[K+].[K+].[CH2:71]([N:74]1[C:82]2[C:77](=[N:78][C:79](I)=[C:80]([Cl:83])[CH:81]=2)[N:76]=[C:75]1[O:85][C@@H:86]1[CH2:90][O:89][C@@H:88]2[C@H:91]([O:94][Si:95]([C:98]([CH3:101])([CH3:100])[CH3:99])([CH3:97])[CH3:96])[CH2:92][O:93][C@H:87]12)[CH:72]=[CH2:73]. (9) Given the product [F:36][C:26]1[CH:27]=[C:28]([C:32]([OH:35])([CH3:34])[CH3:33])[CH:29]=[C:30]([F:31])[C:25]=1[C:19]1[S:18][C:17]([NH:16][C:2]2[CH:3]=[CH:4][C:5]([CH2:9][N:10]3[CH2:15][CH2:14][O:13][CH2:12][CH2:11]3)=[C:6]([CH3:8])[N:7]=2)=[C:21]([C:22]([NH2:24])=[O:23])[CH:20]=1, predict the reactants needed to synthesize it. The reactants are: Cl[C:2]1[N:7]=[C:6]([CH3:8])[C:5]([CH2:9][N:10]2[CH2:15][CH2:14][O:13][CH2:12][CH2:11]2)=[CH:4][CH:3]=1.[NH2:16][C:17]1[S:18][C:19]([C:25]2[C:30]([F:31])=[CH:29][C:28]([C:32]([OH:35])([CH3:34])[CH3:33])=[CH:27][C:26]=2[F:36])=[CH:20][C:21]=1[C:22]([NH2:24])=[O:23].